This data is from Full USPTO retrosynthesis dataset with 1.9M reactions from patents (1976-2016). The task is: Predict the reactants needed to synthesize the given product. (1) Given the product [F:1][C:2]1[CH:7]=[CH:6][C:5]([C:8]2[C:12]([C:13]3[N:14]=[CH:15][N:16]([C:23]4[N:28]=[CH:27][C:26]([C:29](=[O:31])[CH3:30])=[CH:25][CH:24]=4)[CH:17]=3)=[C:11]([C:18]([F:21])([F:19])[F:20])[O:10][N:9]=2)=[CH:4][CH:3]=1, predict the reactants needed to synthesize it. The reactants are: [F:1][C:2]1[CH:7]=[CH:6][C:5]([C:8]2[C:12]([C:13]3[N:14]=[CH:15][NH:16][CH:17]=3)=[C:11]([C:18]([F:21])([F:20])[F:19])[O:10][N:9]=2)=[CH:4][CH:3]=1.Cl[C:23]1[N:28]=[CH:27][C:26]([C:29](=[O:31])[CH3:30])=[CH:25][CH:24]=1. (2) The reactants are: [OH:1][C:2]1[CH:7]=[CH:6][C:5]([C:8](=[O:29])[CH2:9][CH2:10][C:11]2[C:12]([CH:26]([CH3:28])[CH3:27])=[N:13][N:14]([C:16]3[CH:21]=[CH:20][C:19]([C:22]([F:25])([F:24])[F:23])=[CH:18][CH:17]=3)[CH:15]=2)=[CH:4][C:3]=1[CH3:30].C(=O)([O-])[O-].[K+].[K+].Br[CH2:38][C:39]([O:41][CH2:42][CH3:43])=[O:40].[Cl-].[NH4+]. Given the product [CH:26]([C:12]1[C:11]([CH2:10][CH2:9][C:8]([C:5]2[CH:6]=[CH:7][C:2]([O:1][CH2:38][C:39]([O:41][CH2:42][CH3:43])=[O:40])=[C:3]([CH3:30])[CH:4]=2)=[O:29])=[CH:15][N:14]([C:16]2[CH:21]=[CH:20][C:19]([C:22]([F:25])([F:24])[F:23])=[CH:18][CH:17]=2)[N:13]=1)([CH3:27])[CH3:28], predict the reactants needed to synthesize it. (3) Given the product [CH2:22]([C:10]1[N:9]=[C:8]([C:4]2[CH:3]=[C:2]([C:32]3[CH:31]=[CH:30][CH:29]=[C:28]([S:25]([CH3:24])(=[O:27])=[O:26])[CH:33]=3)[CH:7]=[CH:6][CH:5]=2)[C:17]2[C:12](=[C:13]([C:18]([F:21])([F:20])[F:19])[CH:14]=[CH:15][CH:16]=2)[N:11]=1)[CH3:23], predict the reactants needed to synthesize it. The reactants are: Br[C:2]1[CH:3]=[C:4]([C:8]2[C:17]3[C:12](=[C:13]([C:18]([F:21])([F:20])[F:19])[CH:14]=[CH:15][CH:16]=3)[N:11]=[C:10]([CH2:22][CH3:23])[N:9]=2)[CH:5]=[CH:6][CH:7]=1.[CH3:24][S:25]([C:28]1[CH:29]=[C:30](B(O)O)[CH:31]=[CH:32][CH:33]=1)(=[O:27])=[O:26]. (4) Given the product [C:34]([NH:1][CH2:2][CH2:3][CH2:4][CH2:5][C@H:6]([NH:17][C:18](=[O:33])[C:19]1[CH:24]=[CH:23][C:22]([C:25]([N:27]2[CH2:28][CH2:29][CH2:30][CH2:31]2)=[O:26])=[C:21]([CH3:32])[CH:20]=1)[C:7]1[NH:11][C:10]2[CH:12]=[CH:13][C:14]([Cl:16])=[CH:15][C:9]=2[N:8]=1)(=[O:36])[CH3:35], predict the reactants needed to synthesize it. The reactants are: [NH2:1][CH2:2][CH2:3][CH2:4][CH2:5][C@H:6]([NH:17][C:18](=[O:33])[C:19]1[CH:24]=[CH:23][C:22]([C:25]([N:27]2[CH2:31][CH2:30][CH2:29][CH2:28]2)=[O:26])=[C:21]([CH3:32])[CH:20]=1)[C:7]1[NH:11][C:10]2[CH:12]=[CH:13][C:14]([Cl:16])=[CH:15][C:9]=2[N:8]=1.[C:34](Cl)(=[O:36])[CH3:35].C(N(CC)CC)C.ClCl. (5) Given the product [CH2:20]([C:19]([C:16]1[CH:17]=[CH:18][C:13]([C:10]2[CH:9]=[CH:8][C:7]([CH2:6][C:5]([OH:40])=[O:4])=[CH:12][CH:11]=2)=[C:14]([CH3:39])[CH:15]=1)([C:22]1[CH:27]=[CH:26][C:25]([CH2:28][CH2:29][C:30]([CH2:31][CH3:32])([OH:33])[CH2:34][CH3:35])=[C:24]([CH3:36])[CH:23]=1)[CH2:37][CH3:38])[CH3:21], predict the reactants needed to synthesize it. The reactants are: [OH-].[Na+].C[O:4][C:5](=[O:40])[CH2:6][C:7]1[CH:12]=[CH:11][C:10]([C:13]2[CH:18]=[CH:17][C:16]([C:19]([CH2:37][CH3:38])([C:22]3[CH:27]=[CH:26][C:25]([CH2:28][CH2:29][C:30]([CH2:34][CH3:35])([OH:33])[CH2:31][CH3:32])=[C:24]([CH3:36])[CH:23]=3)[CH2:20][CH3:21])=[CH:15][C:14]=2[CH3:39])=[CH:9][CH:8]=1.[Cl-].[NH4+].